From a dataset of NCI-60 drug combinations with 297,098 pairs across 59 cell lines. Regression. Given two drug SMILES strings and cell line genomic features, predict the synergy score measuring deviation from expected non-interaction effect. (1) Drug 1: CC1=C(C(=O)C2=C(C1=O)N3CC4C(C3(C2COC(=O)N)OC)N4)N. Drug 2: CC1C(C(CC(O1)OC2CC(CC3=C2C(=C4C(=C3O)C(=O)C5=CC=CC=C5C4=O)O)(C(=O)C)O)N)O. Cell line: SNB-75. Synergy scores: CSS=53.5, Synergy_ZIP=-1.83, Synergy_Bliss=-0.375, Synergy_Loewe=5.39, Synergy_HSA=6.40. (2) Drug 1: CC1C(C(=O)NC(C(=O)N2CCCC2C(=O)N(CC(=O)N(C(C(=O)O1)C(C)C)C)C)C(C)C)NC(=O)C3=C4C(=C(C=C3)C)OC5=C(C(=O)C(=C(C5=N4)C(=O)NC6C(OC(=O)C(N(C(=O)CN(C(=O)C7CCCN7C(=O)C(NC6=O)C(C)C)C)C)C(C)C)C)N)C. Drug 2: CC(C)(C#N)C1=CC(=CC(=C1)CN2C=NC=N2)C(C)(C)C#N. Cell line: SR. Synergy scores: CSS=25.8, Synergy_ZIP=-6.94, Synergy_Bliss=-15.1, Synergy_Loewe=-40.6, Synergy_HSA=-14.8. (3) Drug 1: CC1C(C(CC(O1)OC2CC(OC(C2O)C)OC3=CC4=CC5=C(C(=O)C(C(C5)C(C(=O)C(C(C)O)O)OC)OC6CC(C(C(O6)C)O)OC7CC(C(C(O7)C)O)OC8CC(C(C(O8)C)O)(C)O)C(=C4C(=C3C)O)O)O)O. Drug 2: CCN(CC)CCCC(C)NC1=C2C=C(C=CC2=NC3=C1C=CC(=C3)Cl)OC. Cell line: DU-145. Synergy scores: CSS=42.1, Synergy_ZIP=-1.20, Synergy_Bliss=0.297, Synergy_Loewe=-14.0, Synergy_HSA=-0.205. (4) Drug 1: C1=CC=C(C(=C1)C(C2=CC=C(C=C2)Cl)C(Cl)Cl)Cl. Drug 2: C1CCC(C(C1)N)N.C(=O)(C(=O)[O-])[O-].[Pt+4]. Cell line: 786-0. Synergy scores: CSS=22.0, Synergy_ZIP=-9.27, Synergy_Bliss=1.84, Synergy_Loewe=-12.2, Synergy_HSA=2.28. (5) Drug 1: C1=CC(=CC=C1CC(C(=O)O)N)N(CCCl)CCCl.Cl. Drug 2: C1=CC=C(C(=C1)C(C2=CC=C(C=C2)Cl)C(Cl)Cl)Cl. Cell line: OVCAR-5. Synergy scores: CSS=4.60, Synergy_ZIP=0.412, Synergy_Bliss=3.35, Synergy_Loewe=-1.71, Synergy_HSA=-0.311. (6) Cell line: IGROV1. Synergy scores: CSS=0.912, Synergy_ZIP=-1.51, Synergy_Bliss=-2.48, Synergy_Loewe=-1.52, Synergy_HSA=-1.65. Drug 2: CC(C)CN1C=NC2=C1C3=CC=CC=C3N=C2N. Drug 1: C(=O)(N)NO. (7) Drug 1: CN1C2=C(C=C(C=C2)N(CCCl)CCCl)N=C1CCCC(=O)O.Cl. Drug 2: C1CNP(=O)(OC1)N(CCCl)CCCl. Cell line: HCT116. Synergy scores: CSS=0.470, Synergy_ZIP=3.31, Synergy_Bliss=0.877, Synergy_Loewe=1.77, Synergy_HSA=-1.78. (8) Drug 1: C1CCC(CC1)NC(=O)N(CCCl)N=O. Drug 2: CC1CCCC2(C(O2)CC(NC(=O)CC(C(C(=O)C(C1O)C)(C)C)O)C(=CC3=CSC(=N3)C)C)C. Cell line: CAKI-1. Synergy scores: CSS=21.7, Synergy_ZIP=-6.25, Synergy_Bliss=-4.89, Synergy_Loewe=-0.980, Synergy_HSA=-0.877. (9) Drug 1: C1=NC2=C(N=C(N=C2N1C3C(C(C(O3)CO)O)O)F)N. Drug 2: C1CC(=O)NC(=O)C1N2C(=O)C3=CC=CC=C3C2=O. Cell line: CAKI-1. Synergy scores: CSS=3.92, Synergy_ZIP=-3.54, Synergy_Bliss=-0.928, Synergy_Loewe=-17.5, Synergy_HSA=-5.94. (10) Drug 1: CC1=C(C(=CC=C1)Cl)NC(=O)C2=CN=C(S2)NC3=CC(=NC(=N3)C)N4CCN(CC4)CCO. Drug 2: CN(CC1=CN=C2C(=N1)C(=NC(=N2)N)N)C3=CC=C(C=C3)C(=O)NC(CCC(=O)O)C(=O)O. Cell line: CAKI-1. Synergy scores: CSS=44.2, Synergy_ZIP=-9.37, Synergy_Bliss=-10.6, Synergy_Loewe=-6.20, Synergy_HSA=-6.36.